This data is from Forward reaction prediction with 1.9M reactions from USPTO patents (1976-2016). The task is: Predict the product of the given reaction. (1) Given the reactants [CH3:1][C@:2]12[C@H:17]([C:18]([O:20][CH3:21])=[O:19])[CH2:16][C@H:15]([OH:22])[C:13](=[O:14])[C@@H:12]1[C@:11]1([CH3:23])[C@H:5]([C:6]([O:8][C@H:9]([C:24]3[CH:25]=[CH:26][O:27][CH:28]=3)[CH2:10]1)=[O:7])[CH2:4][CH2:3]2.C1(=O)O[C:32](=[O:33])[CH2:31]C1.C1CCN2C(=NCCC2)CC1, predict the reaction product. The product is: [CH3:31][C:32]([O:22][C@@H:15]1[C:13](=[O:14])[C@H:12]2[C@@:2]([CH3:1])([CH2:3][CH2:4][C@@H:5]3[C@:11]2([CH3:23])[CH2:10][C@@H:9]([C:24]2[CH:25]=[CH:26][O:27][CH:28]=2)[O:8][C:6]3=[O:7])[C@H:17]([C:18]([O:20][CH3:21])=[O:19])[CH2:16]1)=[O:33]. (2) Given the reactants [NH2:1][C:2]1[CH:10]=[CH:9][CH:8]=[C:7]2[C:3]=1[CH2:4][CH2:5][CH:6]2[OH:11].Cl[C:13]1[N:18]=[CH:17][N:16]=[C:15]([C:19]2[CH:24]=[CH:23][C:22]([C:25]([F:28])([F:27])[F:26])=[CH:21][C:20]=2[NH:29][CH2:30][CH:31]2[CH2:36][CH2:35][CH2:34][CH2:33][CH2:32]2)[CH:14]=1, predict the reaction product. The product is: [CH:31]1([CH2:30][NH:29][C:20]2[CH:21]=[C:22]([C:25]([F:28])([F:27])[F:26])[CH:23]=[CH:24][C:19]=2[C:15]2[N:16]=[CH:17][N:18]=[C:13]([NH:1][C:2]3[CH:10]=[CH:9][CH:8]=[C:7]4[C:3]=3[CH2:4][CH2:5][CH:6]4[OH:11])[CH:14]=2)[CH2:36][CH2:35][CH2:34][CH2:33][CH2:32]1. (3) Given the reactants [C:1]([O:5][C:6]([N:8]1[C@H:17]([C:18](O)=[O:19])[CH2:16][C:15]2[C:10](=[CH:11][CH:12]=[CH:13][CH:14]=2)[CH2:9]1)=[O:7])([CH3:4])([CH3:3])[CH3:2].F[P-](F)(F)(F)(F)F.N1(O[P+](N(C)C)(N(C)C)N(C)C)C2C=CC=CC=2N=N1.CN1CCOCC1.[CH3:55][NH:56][C@H:57]1[C:66]2[C:61](=[CH:62][CH:63]=[CH:64][CH:65]=2)[CH2:60][CH2:59][CH2:58]1, predict the reaction product. The product is: [CH3:55][N:56]([C@H:57]1[C:66]2[C:61](=[CH:62][CH:63]=[CH:64][CH:65]=2)[CH2:60][CH2:59][CH2:58]1)[C:18]([C@@H:17]1[CH2:16][C:15]2[C:10](=[CH:11][CH:12]=[CH:13][CH:14]=2)[CH2:9][N:8]1[C:6]([O:5][C:1]([CH3:3])([CH3:2])[CH3:4])=[O:7])=[O:19]. (4) The product is: [CH3:4][O:5][C:6]1[CH:7]=[CH:8][C:9](/[C:12](=[N:23]/[O:24][CH2:25][C:26]2[CH:31]=[CH:30][C:29]([O:32][CH2:33][C:34]3[N:35]=[C:36]([C:40]4[CH:41]=[CH:42][CH:43]=[CH:44][CH:45]=4)[O:37][C:38]=3[CH3:39])=[CH:28][CH:27]=2)/[CH2:13][CH2:14][CH2:15][CH2:16][CH2:17][CH2:18][C:19]([OH:21])=[O:20])=[CH:10][CH:11]=1. Given the reactants O.[OH-].[Li+].[CH3:4][O:5][C:6]1[CH:11]=[CH:10][C:9](/[C:12](=[N:23]/[O:24][CH2:25][C:26]2[CH:31]=[CH:30][C:29]([O:32][CH2:33][C:34]3[N:35]=[C:36]([C:40]4[CH:45]=[CH:44][CH:43]=[CH:42][CH:41]=4)[O:37][C:38]=3[CH3:39])=[CH:28][CH:27]=2)/[CH2:13][CH2:14][CH2:15][CH2:16][CH2:17][CH2:18][C:19]([O:21]C)=[O:20])=[CH:8][CH:7]=1.O.Cl, predict the reaction product.